From a dataset of Catalyst prediction with 721,799 reactions and 888 catalyst types from USPTO. Predict which catalyst facilitates the given reaction. (1) Reactant: [CH2:1]([CH:8]1[CH2:12][O:11][C:10](=[O:13])[N:9]1[C:14](=[O:40])[CH2:15][C:16]1[CH:17]=[C:18]([C:30]2[CH:35]=[CH:34][C:33]([C:36]([F:39])([F:38])[F:37])=[CH:32][CH:31]=2)[CH:19]=[C:20]([O:22][CH2:23][C:24]2[CH:29]=[CH:28][CH:27]=[CH:26][CH:25]=2)[CH:21]=1)[C:2]1[CH:7]=[CH:6][CH:5]=[CH:4][CH:3]=1.C[Si]([N-][Si](C)(C)C)(C)C.[Na+].Br[CH2:52][C:53]([CH3:55])=[CH2:54]. The catalyst class is: 1. Product: [CH2:1]([CH:8]1[CH2:12][O:11][C:10](=[O:13])[N:9]1[C:14](=[O:40])[CH:15]([C:16]1[CH:17]=[C:18]([C:30]2[CH:31]=[CH:32][C:33]([C:36]([F:38])([F:39])[F:37])=[CH:34][CH:35]=2)[CH:19]=[C:20]([O:22][CH2:23][C:24]2[CH:29]=[CH:28][CH:27]=[CH:26][CH:25]=2)[CH:21]=1)[CH2:54][C:53]([CH3:55])=[CH2:52])[C:2]1[CH:3]=[CH:4][CH:5]=[CH:6][CH:7]=1. (2) Reactant: [OH:1][C:2]1[C:11]([CH3:12])=[C:10]([CH3:13])[C:9](B2OC(C)(C)C(C)(C)O2)=[CH:8][C:3]=1[C:4]([O:6][CH3:7])=[O:5].Br[CH2:24][C:25]1[CH:30]=[CH:29][C:28]([N:31]2[CH:35]=[CH:34][CH:33]=[N:32]2)=[CH:27][CH:26]=1.C(=O)([O-])[O-].[Na+].[Na+].O. Product: [N:31]1([C:28]2[CH:29]=[CH:30][C:25]([CH2:24][C:9]3[C:10]([CH3:13])=[C:11]([CH3:12])[C:2]([OH:1])=[C:3]([CH:8]=3)[C:4]([O:6][CH3:7])=[O:5])=[CH:26][CH:27]=2)[CH:35]=[CH:34][CH:33]=[N:32]1. The catalyst class is: 843. (3) Reactant: O[CH:2]([C:4]1[CH:28]=[C:7]2[CH2:8][N:9]([C:13]([O:15][CH2:16][C:17]3[CH:22]=[C:21]([C:23]([F:26])([F:25])[F:24])[CH:20]=[C:19]([Cl:27])[CH:18]=3)=[O:14])[CH2:10][CH2:11][CH2:12][N:6]2[N:5]=1)[CH3:3].O=S(Cl)Cl.[S:33]1[CH2:37][CH2:36][N:35]=[C:34]1[NH2:38].C([O-])([O-])=O.[Cs+].[Cs+]. Product: [S:33]1[CH2:37][CH2:36][N:35]=[C:34]1[NH:38][CH:2]([C:4]1[CH:28]=[C:7]2[CH2:8][N:9]([C:13]([O:15][CH2:16][C:17]3[CH:22]=[C:21]([C:23]([F:26])([F:25])[F:24])[CH:20]=[C:19]([Cl:27])[CH:18]=3)=[O:14])[CH2:10][CH2:11][CH2:12][N:6]2[N:5]=1)[CH3:3]. The catalyst class is: 643. (4) Reactant: [NH:1]1[C:6]2[N:7]=[CH:8][CH:9]=[CH:10][C:5]=2[C:4](=O)[NH:3][C:2]1=O.C(N(CC)[C:16]1[CH:21]=[CH:20][CH:19]=[CH:18][CH:17]=1)C. Product: [CH3:4][C:5]1[CH:10]=[CH:9][C:8]([C:2]2[N:3]=[CH:4][C:5]3[CH:10]=[CH:9][CH:8]=[N:7][C:6]=3[N:1]=2)=[N:7][C:6]=1[C:16]1[CH:17]=[CH:18][CH:19]=[CH:20][CH:21]=1. The catalyst class is: 286. (5) Reactant: Br[C:2]1[CH:7]=[CH:6][C:5](Br)=[CH:4][C:3]=1[F:9].[Li]CCCC.C(O[B:19]1[O:23][C:22]([CH3:25])([CH3:24])[C:21]([CH3:27])([CH3:26])[O:20]1)(C)C.[CH3:28][Si:29](Cl)([CH3:31])[CH3:30].[NH4+].[Cl-]. Product: [F:9][C:3]1[CH:4]=[C:5]([Si:29]([CH3:31])([CH3:30])[CH3:28])[CH:6]=[CH:7][C:2]=1[B:19]1[O:23][C:22]([CH3:25])([CH3:24])[C:21]([CH3:27])([CH3:26])[O:20]1. The catalyst class is: 1.